This data is from Full USPTO retrosynthesis dataset with 1.9M reactions from patents (1976-2016). The task is: Predict the reactants needed to synthesize the given product. (1) The reactants are: Cl[C:2]1[N:7]=[N:6][C:5]([N:8]2[CH2:13][CH2:12][C:11]3([CH2:18][CH2:17][N:16]([CH:19]4[CH2:22][CH2:21][CH2:20]4)[CH2:15][CH2:14]3)[CH2:10][CH2:9]2)=[CH:4][CH:3]=1.[N:23]1[CH:28]=[C:27](B(O)O)[CH:26]=[N:25][CH:24]=1.C([O-])([O-])=O.[Na+].[Na+]. Given the product [CH:19]1([N:16]2[CH2:17][CH2:18][C:11]3([CH2:12][CH2:13][N:8]([C:5]4[N:6]=[N:7][C:2]([C:27]5[CH:28]=[N:23][CH:24]=[N:25][CH:26]=5)=[CH:3][CH:4]=4)[CH2:9][CH2:10]3)[CH2:14][CH2:15]2)[CH2:22][CH2:21][CH2:20]1, predict the reactants needed to synthesize it. (2) Given the product [ClH:1].[ClH:1].[NH2:31][C:32]1([C:37]([N:44]2[CH2:45][CH2:46][N:41]([CH3:40])[CH2:42][CH2:43]2)=[O:39])[CH2:33][CH2:34][CH2:35][CH2:36]1, predict the reactants needed to synthesize it. The reactants are: [ClH:1].CN(C)CCCN=C=NCC.O.OC1C2N=NNC=2C=CC=1.C(OC([NH:31][C:32]1([C:37]([OH:39])=O)[CH2:36][CH2:35][CH2:34][CH2:33]1)=O)(C)(C)C.[CH3:40][N:41]1[CH2:46][CH2:45][NH:44][CH2:43][CH2:42]1. (3) Given the product [C:5]1([O:4][C:2](=[O:3])[NH:16][C:15]2[S:11][CH:12]=[N:13][N:14]=2)[CH:10]=[CH:9][CH:8]=[CH:7][CH:6]=1, predict the reactants needed to synthesize it. The reactants are: Cl[C:2]([O:4][C:5]1[CH:10]=[CH:9][CH:8]=[CH:7][CH:6]=1)=[O:3].[S:11]1[C:15]([NH2:16])=[N:14][N:13]=[CH:12]1.O.